Predict which catalyst facilitates the given reaction. From a dataset of Catalyst prediction with 721,799 reactions and 888 catalyst types from USPTO. (1) Reactant: [Cl:1][C:2]1[CH:7]=[CH:6][C:5]([CH2:8][N:9]2[C:13]3[CH:14](O)[CH2:15][CH2:16][CH2:17][C:12]=3[N:11]=[C:10]2[CH:19]([CH3:21])[CH3:20])=[CH:4][CH:3]=1.[CH2:22]([O:24][C:25]([CH:27]([C:33]([O:35][CH2:36][CH3:37])=[O:34])[C:28]([O:30][CH2:31][CH3:32])=[O:29])=[O:26])[CH3:23].CP(C)C.N(C(OC(C)C)=O)=NC(OC(C)C)=O. Product: [Cl:1][C:2]1[CH:7]=[CH:6][C:5]([CH2:8][N:9]2[C:13]3[CH:14]([C:27]([C:33]([O:35][CH2:36][CH3:37])=[O:34])([C:25]([O:24][CH2:22][CH3:23])=[O:26])[C:28]([O:30][CH2:31][CH3:32])=[O:29])[CH2:15][CH2:16][CH2:17][C:12]=3[N:11]=[C:10]2[CH:19]([CH3:21])[CH3:20])=[CH:4][CH:3]=1. The catalyst class is: 359. (2) Reactant: [Br:1][C:2]1[CH:7]=[CH:6][C:5]([F:8])=[CH:4][C:3]=1[CH2:9][OH:10].N1C=CN=C1.Cl[Si:17]([CH:24]([CH3:26])[CH3:25])([CH:21]([CH3:23])[CH3:22])[CH:18]([CH3:20])[CH3:19].O. Product: [Br:1][C:2]1[CH:7]=[CH:6][C:5]([F:8])=[CH:4][C:3]=1[CH2:9][O:10][Si:17]([CH:24]([CH3:26])[CH3:25])([CH:21]([CH3:23])[CH3:22])[CH:18]([CH3:20])[CH3:19]. The catalyst class is: 546. (3) Reactant: [CH2:1]([NH:7][C:8]1[CH:40]=[CH:39][C:11]([O:12][C:13]2[CH:14]=[CH:15][C:16]3[N:20]=[C:19]([CH2:21][O:22][C:23]4[CH:36]=[CH:35][C:26]([CH2:27][CH:28]5[S:32][C:31](=[O:33])[NH:30][C:29]5=[O:34])=[CH:25][CH:24]=4)[N:18]([CH3:37])[C:17]=3[CH:38]=2)=[CH:10][CH:9]=1)[CH2:2][CH2:3][CH2:4][CH2:5][CH3:6].[F:41][C:42]([F:53])([F:52])[C:43]1[CH:48]=[CH:47][C:46]([N:49]=[C:50]=[O:51])=[CH:45][CH:44]=1. Product: [O:33]=[C:31]1[NH:30][C:29](=[O:34])[CH:28]([CH2:27][C:26]2[CH:35]=[CH:36][C:23]([O:22][CH2:21][C:19]3[N:18]([CH3:37])[C:17]4[CH:38]=[C:13]([O:12][C:11]5[CH:39]=[CH:40][C:8]([N:7]([CH2:1][CH2:2][CH2:3][CH2:4][CH2:5][CH3:6])[C:50]([NH:49][C:46]6[CH:45]=[CH:44][C:43]([C:42]([F:41])([F:52])[F:53])=[CH:48][CH:47]=6)=[O:51])=[CH:9][CH:10]=5)[CH:14]=[CH:15][C:16]=4[N:20]=3)=[CH:24][CH:25]=2)[S:32]1. The catalyst class is: 7. (4) Reactant: CC1C=CC(S(O[CH2:12][CH:13]2[O:18][C:17]3[CH:19]=[C:20]([F:24])[CH:21]=[C:22]([F:23])[C:16]=3[O:15][CH2:14]2)(=O)=O)=CC=1.[CH3:25][NH2:26]. Product: [F:23][C:22]1[C:16]2[O:15][CH2:14][CH:13]([CH2:12][NH:26][CH3:25])[O:18][C:17]=2[CH:19]=[C:20]([F:24])[CH:21]=1. The catalyst class is: 10. (5) The catalyst class is: 10. Product: [C:1]([O:5][C:6](=[O:24])[NH:7][CH2:8][C@@H:9]1[O:23][C:25](=[O:27])[N:11]([C:12]2[CH:13]=[C:14]3[C:18](=[CH:19][CH:20]=2)[N:17]([CH3:21])[C:16](=[O:22])[CH2:15]3)[CH2:10]1)([CH3:4])([CH3:2])[CH3:3]. Reactant: [C:1]([O:5][C:6](=[O:24])[NH:7][CH2:8][C@H:9]([OH:23])[CH2:10][NH:11][C:12]1[CH:13]=[C:14]2[C:18](=[CH:19][CH:20]=1)[N:17]([CH3:21])[C:16](=[O:22])[CH2:15]2)([CH3:4])([CH3:3])[CH3:2].[C:25](OCC)(=[O:27])C. (6) Reactant: CO.[CH3:3][C:4]1[N:5]([CH:18]([C:20]2[CH:25]=[CH:24][CH:23]=[CH:22][CH:21]=2)[CH3:19])[C:6]2[C:11]([C:12]=1[C:13]([O:15]CC)=[O:14])=[CH:10][CH:9]=[CH:8][CH:7]=2.[OH-].[K+]. Product: [CH3:3][C:4]1[N:5]([CH:18]([C:20]2[CH:25]=[CH:24][CH:23]=[CH:22][CH:21]=2)[CH3:19])[C:6]2[C:11]([C:12]=1[C:13]([OH:15])=[O:14])=[CH:10][CH:9]=[CH:8][CH:7]=2. The catalyst class is: 6. (7) Reactant: [OH:1][C:2]1[CH:7]=[CH:6][C:5]([NH:8][C:9](=[O:11])[CH3:10])=[C:4]([O:12][CH2:13][C:14]2([CH3:17])[CH2:16][O:15]2)[CH:3]=1.[Cl:18][C:19]1[CH:32]=[CH:31][C:22]([CH2:23][N:24]2[CH2:29][CH2:28][CH:27]([NH2:30])[CH2:26][CH2:25]2)=[CH:21][CH:20]=1.C(OC(C)C)(=O)C. The catalyst class is: 5. Product: [Cl:18][C:19]1[CH:20]=[CH:21][C:22]([CH2:23][N:24]2[CH2:25][CH2:26][CH:27]([NH:30][CH2:16][C:14]([OH:15])([CH3:17])[CH2:13][O:12][C:4]3[CH:3]=[C:2]([OH:1])[CH:7]=[CH:6][C:5]=3[NH:8][C:9](=[O:11])[CH3:10])[CH2:28][CH2:29]2)=[CH:31][CH:32]=1. (8) Reactant: I[C:2]1[C:10]2[C:5](=[N:6][CH:7]=[N:8][C:9]=2[NH2:11])[N:4]([CH:12]([CH3:14])[CH3:13])[N:3]=1.[CH3:15][C:16]1[CH:17]=[C:18]([CH2:22][C:23]([N:25]2[C:33]3[C:28](=[CH:29][C:30](B4OC(C)(C)C(C)(C)O4)=[CH:31][CH:32]=3)[CH2:27][CH2:26]2)=[O:24])[CH:19]=[CH:20][CH:21]=1.C(=O)(O)[O-].[Na+].O1CCOCC1. Product: [CH3:13][CH:12]([N:4]1[C:5]2=[N:6][CH:7]=[N:8][C:9]([NH2:11])=[C:10]2[C:2]([C:30]2[CH:29]=[C:28]3[C:33](=[CH:32][CH:31]=2)[N:25]([C:23](=[O:24])[CH2:22][C:18]2[CH:19]=[CH:20][CH:21]=[C:16]([CH3:15])[CH:17]=2)[CH2:26][CH2:27]3)=[N:3]1)[CH3:14]. The catalyst class is: 6.